Dataset: hERG potassium channel inhibition data for cardiac toxicity prediction from Karim et al.. Task: Regression/Classification. Given a drug SMILES string, predict its toxicity properties. Task type varies by dataset: regression for continuous values (e.g., LD50, hERG inhibition percentage) or binary classification for toxic/non-toxic outcomes (e.g., AMES mutagenicity, cardiotoxicity, hepatotoxicity). Dataset: herg_karim. (1) The drug is CC(C)Oc1cccc(/C=C2\SC(=O)NC2=O)c1N1CCC[C@@H](N)C1. The result is 0 (non-blocker). (2) The drug is N#Cc1c[nH]c(C(=O)Nc2ccc(C3CCNCC3)cc2C2=CCCCC2)n1.O=C(O)C(F)(F)F. The result is 0 (non-blocker).